The task is: Predict the product of the given reaction.. This data is from Forward reaction prediction with 1.9M reactions from USPTO patents (1976-2016). (1) Given the reactants [CH3:1][O:2][C:3]1[C:12]([O:13][CH2:14][CH2:15][O:16][CH3:17])=[CH:11][C:6]([C:7]([O:9][CH3:10])=[O:8])=[C:5]([N+:18]([O-])=O)[CH:4]=1.[H][H], predict the reaction product. The product is: [NH2:18][C:5]1[CH:4]=[C:3]([O:2][CH3:1])[C:12]([O:13][CH2:14][CH2:15][O:16][CH3:17])=[CH:11][C:6]=1[C:7]([O:9][CH3:10])=[O:8]. (2) Given the reactants Cl[C:2]1[N:7]=[C:6]([C:8]2[S:12][C:11]([C:13]([CH3:16])([CH3:15])[CH3:14])=[N:10][C:9]=2[C:17]2[C:18]([F:24])=[C:19]([CH:21]=[CH:22][CH:23]=2)[NH2:20])[CH:5]=[CH:4][N:3]=1.[NH4+:25].[OH-].O1CCOCC1, predict the reaction product. The product is: [NH2:20][C:19]1[C:18]([F:24])=[C:17]([C:9]2[N:10]=[C:11]([C:13]([CH3:16])([CH3:15])[CH3:14])[S:12][C:8]=2[C:6]2[CH:5]=[CH:4][N:3]=[C:2]([NH2:25])[N:7]=2)[CH:23]=[CH:22][CH:21]=1.